Dataset: NCI-60 drug combinations with 297,098 pairs across 59 cell lines. Task: Regression. Given two drug SMILES strings and cell line genomic features, predict the synergy score measuring deviation from expected non-interaction effect. Drug 1: C1=CC(=CC=C1CC(C(=O)O)N)N(CCCl)CCCl.Cl. Drug 2: C1CNP(=O)(OC1)N(CCCl)CCCl. Cell line: MCF7. Synergy scores: CSS=13.7, Synergy_ZIP=-6.04, Synergy_Bliss=1.82, Synergy_Loewe=-19.9, Synergy_HSA=0.190.